From a dataset of Forward reaction prediction with 1.9M reactions from USPTO patents (1976-2016). Predict the product of the given reaction. (1) Given the reactants C(O)(C(F)(F)F)=O.[C:8]([C:10]1[N:11]([C:51]2[CH:56]=[CH:55][CH:54]=[CH:53][C:52]=2[C:57]#[N:58])[C:12]2[C:17]([C:18]=1[CH2:19][N:20]1[C:31](=[O:32])[C@@H:30]([NH:33][C:34](=[O:46])[C@@H:35]([N:37](C)[C:38](=O)OC(C)(C)C)[CH3:36])[C:24]3([CH2:29][CH2:28][O:27][CH2:26][CH2:25]3)[O:23][C:22]3[CH:47]=[CH:48][CH:49]=[CH:50][C:21]1=3)=[CH:16][CH:15]=[CH:14][CH:13]=2)#[N:9].C([O-])(O)=O.[Na+].O, predict the reaction product. The product is: [C:8]([C:10]1[N:11]([C:51]2[CH:56]=[CH:55][CH:54]=[CH:53][C:52]=2[C:57]#[N:58])[C:12]2[C:17]([C:18]=1[CH2:19][N:20]1[C:31](=[O:32])[C@@H:30]([NH:33][C:34](=[O:46])[C@@H:35]([NH:37][CH3:38])[CH3:36])[C:24]3([CH2:25][CH2:26][O:27][CH2:28][CH2:29]3)[O:23][C:22]3[CH:47]=[CH:48][CH:49]=[CH:50][C:21]1=3)=[CH:16][CH:15]=[CH:14][CH:13]=2)#[N:9]. (2) Given the reactants [CH3:1][C:2]1([CH3:14])[C:11]2[C:6](=[CH:7][CH:8]=[CH:9][CH:10]=2)[CH:5]([CH2:12][NH2:13])[CH2:4][CH2:3]1.F[C:16]1[CH:24]=[N:23][CH:22]=[CH:21][C:17]=1[C:18]([OH:20])=[O:19], predict the reaction product. The product is: [CH3:1][C:2]1([CH3:14])[C:11]2[C:6](=[CH:7][CH:8]=[CH:9][CH:10]=2)[CH:5]([CH2:12][NH:13][C:21]2[CH:22]=[N:23][CH:24]=[CH:16][C:17]=2[C:18]([OH:20])=[O:19])[CH2:4][CH2:3]1. (3) Given the reactants [CH3:1][O:2][CH2:3][CH2:4][N:5]1[C:13]2[C:8](=[CH:9][C:10]([NH:14][C:15]3[N:16]=[C:17]([O:24][C:25]4[CH:30]=[CH:29][CH:28]=[C:27]([N+:31]([O-])=O)[CH:26]=4)[C:18]4[CH:23]=[CH:22][NH:21][C:19]=4[N:20]=3)=[CH:11][CH:12]=2)[CH2:7][CH2:6]1.[H][H], predict the reaction product. The product is: [NH2:31][C:27]1[CH:26]=[C:25]([CH:30]=[CH:29][CH:28]=1)[O:24][C:17]1[C:18]2[CH:23]=[CH:22][NH:21][C:19]=2[N:20]=[C:15]([NH:14][C:10]2[CH:9]=[C:8]3[C:13](=[CH:12][CH:11]=2)[N:5]([CH2:4][CH2:3][O:2][CH3:1])[CH2:6][CH2:7]3)[N:16]=1. (4) Given the reactants Cl[C:2]1[C:3]([C:17]#[N:18])=[N:4][CH:5]=[C:6]([C:8]#[C:9][C:10]2[CH:15]=[CH:14][C:13]([CH3:16])=[CH:12][CH:11]=2)[CH:7]=1.[CH3:19][C:20]1[CH:21]=[CH:22][C:23](B2OC(C)(C)C(C)(C)O2)=[C:24]([NH:26]C(=O)OC(C)(C)C)[CH:25]=1.C(=O)([O-])[O-].[Na+].[Na+], predict the reaction product. The product is: [CH3:19][C:20]1[CH:21]=[CH:22][C:23]2=[C:2]3[C:3](=[C:17]([NH2:18])[N:26]=[C:24]2[CH:25]=1)[N:4]=[CH:5][C:6]([C:8]#[C:9][C:10]1[CH:15]=[CH:14][C:13]([CH3:16])=[CH:12][CH:11]=1)=[CH:7]3.